Dataset: Catalyst prediction with 721,799 reactions and 888 catalyst types from USPTO. Task: Predict which catalyst facilitates the given reaction. (1) Reactant: [OH:1][C@H:2]([CH3:9])[CH2:3][C:4]([O:6][CH2:7][CH3:8])=[O:5].[Si:10](Cl)([C:13]([CH3:16])([CH3:15])[CH3:14])([CH3:12])[CH3:11].N1C=CN=C1. Product: [O:1]([C@H:2]([CH3:9])[CH2:3][C:4]([O:6][CH2:7][CH3:8])=[O:5])[Si:10]([C:13]([CH3:16])([CH3:15])[CH3:14])([CH3:12])[CH3:11]. The catalyst class is: 3. (2) Reactant: [BH4-].[Na+].[CH3:3][C@H:4]1[CH2:13][C:12](=[O:14])[CH2:11][C:6]2([CH2:10][CH2:9][CH2:8][CH2:7]2)[C@H:5]1[C:15]([O:17][CH2:18][CH3:19])=[O:16].Cl. Product: [OH:14][C@@H:12]1[CH2:11][C:6]2([CH2:7][CH2:8][CH2:9][CH2:10]2)[C@@H:5]([C:15]([O:17][CH2:18][CH3:19])=[O:16])[C@@H:4]([CH3:3])[CH2:13]1.[OH:14][C@H:12]1[CH2:11][C:6]2([CH2:7][CH2:8][CH2:9][CH2:10]2)[C@@H:5]([C:15]([O:17][CH2:18][CH3:19])=[O:16])[C@@H:4]([CH3:3])[CH2:13]1. The catalyst class is: 5. (3) Reactant: [NH2:1][C:2]1[CH:3]=[CH:4][C:5]([N+:9]([O-])=O)=[C:6]([NH2:8])[CH:7]=1. Product: [NH2:1][C:2]1[CH:7]=[C:6]([NH2:8])[C:5]([NH2:9])=[CH:4][CH:3]=1. The catalyst class is: 407. (4) Reactant: Br[CH2:2][CH2:3][O:4][C:5]1[CH:6]=[C:7]([CH:24]=[CH:25][C:26]=1[CH2:27][S:28]([CH3:31])(=[O:30])=[O:29])[C:8]([NH:10][C:11]1[CH:16]=[CH:15][C:14]([Cl:17])=[C:13]([C:18]2[CH:23]=[CH:22][CH:21]=[CH:20][N:19]=2)[CH:12]=1)=[O:9].C(=O)([O-])[O-].[K+].[K+].[N:38]1([C:44](=[O:46])[CH3:45])[CH2:43][CH2:42][NH:41][CH2:40][CH2:39]1. Product: [C:44]([N:38]1[CH2:43][CH2:42][N:41]([CH2:2][CH2:3][O:4][C:5]2[CH:6]=[C:7]([CH:24]=[CH:25][C:26]=2[CH2:27][S:28]([CH3:31])(=[O:30])=[O:29])[C:8]([NH:10][C:11]2[CH:16]=[CH:15][C:14]([Cl:17])=[C:13]([C:18]3[CH:23]=[CH:22][CH:21]=[CH:20][N:19]=3)[CH:12]=2)=[O:9])[CH2:40][CH2:39]1)(=[O:46])[CH3:45]. The catalyst class is: 3. (5) Reactant: [Cl:1][C:2]1[CH:7]=[CH:6][CH:5]=[CH:4][C:3]=1[C:8]1[CH:19]=[C:18]2[C:14]([CH:15]=[C:16]([CH2:21][OH:22])[N:17]2[CH3:20])=[C:13]2[C:9]=1[C:10](=[O:24])[NH:11][C:12]2=[O:23].B(F)(F)F.[CH3:29][CH2:30][O:31]CC.O. Product: [Cl:1][C:2]1[CH:7]=[CH:6][CH:5]=[CH:4][C:3]=1[C:8]1[CH:19]=[C:18]2[C:14]([CH:15]=[C:16]([CH2:21][O:22][CH2:29][CH2:30][OH:31])[N:17]2[CH3:20])=[C:13]2[C:9]=1[C:10](=[O:24])[NH:11][C:12]2=[O:23]. The catalyst class is: 196.